Task: Predict the product of the given reaction.. Dataset: Forward reaction prediction with 1.9M reactions from USPTO patents (1976-2016) (1) Given the reactants [CH3:1][O:2][C:3]([C@@H:5]1[CH2:10][CH2:9][C@H:8]([O:11][C:12]2[CH:52]=[CH:51][C:15]([C:16]([N:18]([C:38]3[N:39]=[N:40][C:41]([NH:44][C:45]4[CH:50]=[CH:49][CH:48]=[CH:47][CH:46]=4)=[CH:42][CH:43]=3)C(C3C=CC(O[C@@H]4CC[C@H](C(OC)=O)CC4)=CC=3)=O)=[O:17])=[CH:14][CH:13]=2)[CH2:7][CH2:6]1)=[O:4].O.NN, predict the reaction product. The product is: [C:45]1([NH:44][C:41]2[N:40]=[N:39][C:38]([NH:18][C:16]([C:15]3[CH:14]=[CH:13][C:12]([O:11][C@@H:8]4[CH2:7][CH2:6][C@H:5]([C:3]([O:2][CH3:1])=[O:4])[CH2:10][CH2:9]4)=[CH:52][CH:51]=3)=[O:17])=[CH:43][CH:42]=2)[CH:50]=[CH:49][CH:48]=[CH:47][CH:46]=1. (2) Given the reactants [CH:1]([CH:3]1[CH2:7][N:6]([C:8]2[C:12]([NH:13][C:14](=[O:20])[O:15][C:16]([CH3:19])([CH3:18])[CH3:17])=[CH:11][N:10]([CH3:21])[N:9]=2)[C:5](=[O:22])[C:4]1([CH3:24])[CH3:23])=O.[CH3:25][NH:26][CH3:27].C1COCC1.C(O[BH-](OC(=O)C)OC(=O)C)(=O)C.[Na+].C(=O)([O-])O.[Na+], predict the reaction product. The product is: [CH3:25][N:26]([CH2:1][CH:3]1[CH2:7][N:6]([C:8]2[C:12]([NH:13][C:14](=[O:20])[O:15][C:16]([CH3:18])([CH3:19])[CH3:17])=[CH:11][N:10]([CH3:21])[N:9]=2)[C:5](=[O:22])[C:4]1([CH3:23])[CH3:24])[CH3:27]. (3) Given the reactants [Cl:1][C:2]1[N:10]=[CH:9][C:8]([F:11])=[CH:7][C:3]=1[C:4]([OH:6])=[O:5].[CH3:12][Si](C=[N+]=[N-])(C)C, predict the reaction product. The product is: [Cl:1][C:2]1[N:10]=[CH:9][C:8]([F:11])=[CH:7][C:3]=1[C:4]([O:6][CH3:12])=[O:5]. (4) Given the reactants [CH3:1][O:2][C:3]1[CH:4]=[C:5]([CH:21]=[CH:22][C:23]=1[O:24][CH3:25])[CH2:6][CH:7]1[C:16]2[C:11](=[CH:12][C:13]([O:19][CH3:20])=[C:14]([O:17][CH3:18])[CH:15]=2)[CH2:10][CH2:9][NH:8]1.Br[CH2:27][C:28](Br)=[O:29].[CH3:31][C:32]1[CH:39]=[CH:38][CH:37]=[CH:36][C:33]=1[CH2:34][NH2:35], predict the reaction product. The product is: [CH3:1][O:2][C:3]1[CH:4]=[C:5]([CH:21]=[CH:22][C:23]=1[O:24][CH3:25])[CH2:6][CH:7]1[C:16]2[C:11](=[CH:12][C:13]([O:19][CH3:20])=[C:14]([O:17][CH3:18])[CH:15]=2)[CH2:10][CH2:9][N:8]1[CH2:27][C:28]([NH:35][CH2:34][C:33]1[CH:36]=[CH:37][CH:38]=[CH:39][C:32]=1[CH3:31])=[O:29]. (5) Given the reactants [Al+3].[Cl-].[Cl-].[Cl-].[CH3:5][C:6]1[CH:7]=[C:8]([SH:13])[CH:9]=[C:10]([CH3:12])[CH:11]=1.[C:14](Cl)(=[O:18])[C:15](Cl)=[O:16], predict the reaction product. The product is: [CH3:12][C:10]1[C:9]2[C:15](=[O:16])[C:14](=[O:18])[S:13][C:8]=2[CH:7]=[C:6]([CH3:5])[CH:11]=1.